This data is from Forward reaction prediction with 1.9M reactions from USPTO patents (1976-2016). The task is: Predict the product of the given reaction. (1) Given the reactants [OH:1][C@@H:2]1[C:7]2=[C:8]3[C:17](=[C:18]([O:20][CH3:21])[CH:19]=[C:6]2[O:5][C:4]([CH3:29])([CH3:28])[C@@H:3]1[OH:30])[C:16](=[O:22])[C:15]1[C:10](=[CH:11][CH:12]=[C:13]2[CH:26]=[CH:25][CH:24]=[CH:23][C:14]2=1)[N:9]3[CH3:27].[C:31]1(=[O:37])[O:36][C:34](=[O:35])[CH2:33][CH2:32]1.CN(C1C=CC=CN=1)C.[C:47](OC(=O)C)(=[O:49])[CH3:48], predict the reaction product. The product is: [C:47]([O:1][C@@H:2]1[C:7]2=[C:8]3[C:17](=[C:18]([O:20][CH3:21])[CH:19]=[C:6]2[O:5][C:4]([CH3:28])([CH3:29])[C@@H:3]1[O:30][CH:33]([CH2:32][CH:31]=[O:37])[C:34]([OH:36])=[O:35])[C:16](=[O:22])[C:15]1[C:10](=[CH:11][CH:12]=[C:13]2[CH:26]=[CH:25][CH:24]=[CH:23][C:14]2=1)[N:9]3[CH3:27])(=[O:49])[CH3:48]. (2) Given the reactants C([CH:8]([O:12][CH2:13][CH2:14][O:15]C1CCCCO1)[C:9]([O-:11])=[O:10])C1C=CC=CC=1.[CH3:22][C:23]1[CH:24]=[CH:25][C:26](S(O)(=O)=O)=[CH:27][CH:28]=1, predict the reaction product. The product is: [OH:15][CH2:14][CH2:13][O:12][CH2:8][C:9]([O:11][CH2:22][C:23]1[CH:24]=[CH:25][CH:26]=[CH:27][CH:28]=1)=[O:10]. (3) Given the reactants [C:1]1([S:7]([C:10]2[CH:11]=[N:12][C:13]3[C:18]([CH:19]=2)=[CH:17][CH:16]=[CH:15][C:14]=3[N:20]2[CH2:24][CH2:23][C@H:22]3[CH2:25][N:26](C(OCC)=O)[CH2:27][C@@H:21]23)(=[O:9])=[O:8])[CH:6]=[CH:5][CH:4]=[CH:3][CH:2]=1.C[Si](I)(C)C.CO, predict the reaction product. The product is: [N:20]1([C:14]2[CH:15]=[CH:16][CH:17]=[C:18]3[C:13]=2[N:12]=[CH:11][C:10]([S:7]([C:1]2[CH:6]=[CH:5][CH:4]=[CH:3][CH:2]=2)(=[O:8])=[O:9])=[CH:19]3)[CH2:24][CH2:23][C@H:22]2[CH2:25][NH:26][CH2:27][C@@H:21]12. (4) Given the reactants [CH3:1][C:2]1[CH:7]=[CH:6][C:5]([CH:8]=[CH2:9])=[CH:4][N:3]=1.CC(C)([O-])C.[Na+].Br[C:17]1[C:25]2[NH:24][C:23]3[CH2:26][CH2:27][N:28]([CH3:30])[CH2:29][C:22]=3[C:21]=2[CH:20]=[CH:19][CH:18]=1, predict the reaction product. The product is: [CH3:30][N:28]1[CH2:27][CH2:26][C:23]2[NH:24][C:25]3[C:17](/[CH:9]=[CH:8]/[C:5]4[CH:4]=[N:3][C:2]([CH3:1])=[CH:7][CH:6]=4)=[CH:18][CH:19]=[CH:20][C:21]=3[C:22]=2[CH2:29]1.